Predict the reactants needed to synthesize the given product. From a dataset of Full USPTO retrosynthesis dataset with 1.9M reactions from patents (1976-2016). Given the product [CH:15]1([C:2]2[C:11]([F:12])=[C:10]3[C:5]([CH:6]=[CH:7][C:8]([CH3:13])=[N:9]3)=[CH:4][CH:3]=2)[CH2:17][CH2:16]1, predict the reactants needed to synthesize it. The reactants are: Br[C:2]1[C:11]([F:12])=[C:10]2[C:5]([CH:6]=[CH:7][C:8]([CH3:13])=[N:9]2)=[CH:4][CH:3]=1.[Br-].[CH:15]1([Zn+])[CH2:17][CH2:16]1.C(OCC)(=O)C.O.